Task: Regression. Given two drug SMILES strings and cell line genomic features, predict the synergy score measuring deviation from expected non-interaction effect.. Dataset: NCI-60 drug combinations with 297,098 pairs across 59 cell lines (1) Drug 1: C1=NC2=C(N1)C(=S)N=C(N2)N. Drug 2: CCCCC(=O)OCC(=O)C1(CC(C2=C(C1)C(=C3C(=C2O)C(=O)C4=C(C3=O)C=CC=C4OC)O)OC5CC(C(C(O5)C)O)NC(=O)C(F)(F)F)O. Cell line: HCC-2998. Synergy scores: CSS=34.8, Synergy_ZIP=-0.658, Synergy_Bliss=-1.33, Synergy_Loewe=-4.11, Synergy_HSA=-2.29. (2) Drug 1: COC1=CC(=CC(=C1O)OC)C2C3C(COC3=O)C(C4=CC5=C(C=C24)OCO5)OC6C(C(C7C(O6)COC(O7)C8=CC=CS8)O)O. Drug 2: CC1=C(C=C(C=C1)NC(=O)C2=CC=C(C=C2)CN3CCN(CC3)C)NC4=NC=CC(=N4)C5=CN=CC=C5. Cell line: A498. Synergy scores: CSS=27.1, Synergy_ZIP=2.59, Synergy_Bliss=2.12, Synergy_Loewe=-18.4, Synergy_HSA=-0.126. (3) Drug 1: C1=CC(=CC=C1CCCC(=O)O)N(CCCl)CCCl. Drug 2: C1=CC=C(C=C1)NC(=O)CCCCCCC(=O)NO. Cell line: EKVX. Synergy scores: CSS=-0.716, Synergy_ZIP=-3.51, Synergy_Bliss=-4.37, Synergy_Loewe=-5.15, Synergy_HSA=-3.99. (4) Drug 1: C1=C(C(=O)NC(=O)N1)F. Drug 2: CC1CCC2CC(C(=CC=CC=CC(CC(C(=O)C(C(C(=CC(C(=O)CC(OC(=O)C3CCCCN3C(=O)C(=O)C1(O2)O)C(C)CC4CCC(C(C4)OC)O)C)C)O)OC)C)C)C)OC. Cell line: NCI-H460. Synergy scores: CSS=42.5, Synergy_ZIP=-5.21, Synergy_Bliss=-11.7, Synergy_Loewe=-8.58, Synergy_HSA=-7.37. (5) Drug 1: C1CN1P(=S)(N2CC2)N3CC3. Drug 2: CS(=O)(=O)OCCCCOS(=O)(=O)C. Cell line: A498. Synergy scores: CSS=3.33, Synergy_ZIP=-3.52, Synergy_Bliss=-1.99, Synergy_Loewe=-1.08, Synergy_HSA=-0.783. (6) Drug 1: CC1=C(C(CCC1)(C)C)C=CC(=CC=CC(=CC(=O)O)C)C. Drug 2: C1=NC2=C(N=C(N=C2N1C3C(C(C(O3)CO)O)F)Cl)N. Cell line: NCIH23. Synergy scores: CSS=21.6, Synergy_ZIP=-4.41, Synergy_Bliss=2.35, Synergy_Loewe=-12.3, Synergy_HSA=-2.74.